This data is from Full USPTO retrosynthesis dataset with 1.9M reactions from patents (1976-2016). The task is: Predict the reactants needed to synthesize the given product. (1) Given the product [Br:12][C:13]1[CH:19]=[CH:18][C:16]([NH:17][C:3]2[C:4]3[CH:9]=[CH:8][CH:7]=[CH:6][C:5]=3[S:1](=[O:10])(=[O:11])[N:2]=2)=[CH:15][CH:14]=1, predict the reactants needed to synthesize it. The reactants are: [S:1]1(=[O:11])(=[O:10])[C:5]2[CH:6]=[CH:7][CH:8]=[CH:9][C:4]=2[CH:3]=[N:2]1.[Br:12][C:13]1[CH:19]=[CH:18][C:16]([NH2:17])=[CH:15][CH:14]=1. (2) Given the product [Br:1][C:2]1[CH:3]=[N:4][CH:5]=[C:6]([CH:10]=1)[C:7]([O:9][CH3:16])=[O:8], predict the reactants needed to synthesize it. The reactants are: [Br:1][C:2]1[CH:3]=[N:4][CH:5]=[C:6]([CH:10]=1)[C:7]([OH:9])=[O:8].OS(O)(=O)=O.[CH3:16]O. (3) Given the product [C:4]([O:3][C:1](=[O:2])[NH:8][CH:23]1[CH2:24][CH2:25][N:20]([S:16]([CH3:15])(=[O:18])=[O:17])[CH2:21][CH2:22]1)([CH3:7])([CH3:6])[CH3:5], predict the reactants needed to synthesize it. The reactants are: [C:1]([N:8]1CCC(N)CC1)([O:3][C:4]([CH3:7])([CH3:6])[CH3:5])=[O:2].[CH3:15][S:16](Cl)(=[O:18])=[O:17].[N:20]1[CH:25]=[CH:24][CH:23]=[CH:22][CH:21]=1. (4) Given the product [C:1]([NH:24][CH2:25][CH2:26][O:69][CH2:70][CH2:71][NH:72][C:73](=[O:95])[O:62][CH2:61][C@@H:59]1[C@@H:58]([N:63]=[N+:64]=[N-:65])[CH2:57][C@@H:56]([N:50]2[CH:49]=[C:48]([CH3:47])[C:54](=[O:55])[NH:53][C:51]2=[O:52])[O:60]1)(=[O:23])[CH2:2][CH2:3]/[CH:4]=[CH:5]\[CH2:6]/[CH:7]=[CH:8]\[CH2:9]/[CH:10]=[CH:11]\[CH2:12]/[CH:13]=[CH:14]\[CH2:15]/[CH:16]=[CH:17]\[CH2:18]/[CH:19]=[CH:20]\[CH2:21][CH3:22], predict the reactants needed to synthesize it. The reactants are: [C:1]([NH:24][CH2:25][CH2:26]NC(=O)OC[C@@H]1CC[C@H](N2C=NC3C(=O)N=CNC2=3)O1)(=[O:23])[CH2:2][CH2:3]/[CH:4]=[CH:5]\[CH2:6]/[CH:7]=[CH:8]\[CH2:9]/[CH:10]=[CH:11]\[CH2:12]/[CH:13]=[CH:14]\[CH2:15]/[CH:16]=[CH:17]\[CH2:18]/[CH:19]=[CH:20]\[CH2:21][CH3:22].[CH3:47][C:48]1[C:54](=[O:55])[NH:53][C:51](=[O:52])[N:50]([C@@H:56]2[O:60][C@H:59]([CH2:61][OH:62])[C@@H:58]([N:63]=[N+:64]=[N-:65])[CH2:57]2)[CH:49]=1.NCC[O:69][CH2:70][CH2:71][NH:72][C:73](=[O:95])CC/C=C\C/C=C\C/C=C\C/C=C\C/C=C\C/C=C\CC.